This data is from Full USPTO retrosynthesis dataset with 1.9M reactions from patents (1976-2016). The task is: Predict the reactants needed to synthesize the given product. (1) The reactants are: [OH:1][C:2]1[CH:7]=[C:6]([CH3:8])[C:5]([C:9]2[CH:14]=[CH:13][CH:12]=[C:11]([CH:15]=[O:16])[CH:10]=2)=[C:4]([CH3:17])[CH:3]=1.CO.[BH4-].[Na+]. Given the product [OH:16][CH2:15][C:11]1[CH:10]=[C:9]([C:5]2[C:4]([CH3:17])=[CH:3][C:2]([OH:1])=[CH:7][C:6]=2[CH3:8])[CH:14]=[CH:13][CH:12]=1, predict the reactants needed to synthesize it. (2) Given the product [F:1][CH:2]([F:11])[O:3][C:4]1[CH:9]=[CH:8][C:7]([C:13]#[C:12][C:14]2[CH:15]=[CH:16][C:17]([F:21])=[C:18]([OH:20])[CH:19]=2)=[CH:6][C:5]=1[CH3:22], predict the reactants needed to synthesize it. The reactants are: [F:1][CH:2]([F:11])[O:3][C:4]1[CH:9]=[CH:8][C:7](I)=[CH:6][CH:5]=1.[C:12]([C:14]1[CH:15]=[CH:16][C:17]([F:21])=[C:18]([OH:20])[CH:19]=1)#[CH:13].[CH2:22](N(CC)CC)C. (3) Given the product [F:1][C:2]1[CH:3]=[C:4]2[C:10]([C:11]3[N:16]=[C:15]([S:17]([CH3:18])=[O:49])[CH:14]=[CH:13][N:12]=3)=[N:9][N:8]([C:19]([C:26]3[CH:27]=[CH:28][CH:29]=[CH:30][CH:31]=3)([C:32]3[CH:33]=[CH:34][CH:35]=[CH:36][CH:37]=3)[C:20]3[CH:25]=[CH:24][CH:23]=[CH:22][CH:21]=3)[C:5]2=[N:6][CH:7]=1, predict the reactants needed to synthesize it. The reactants are: [F:1][C:2]1[CH:3]=[C:4]2[C:10]([C:11]3[N:16]=[C:15]([S:17][CH3:18])[CH:14]=[CH:13][N:12]=3)=[N:9][N:8]([C:19]([C:32]3[CH:37]=[CH:36][CH:35]=[CH:34][CH:33]=3)([C:26]3[CH:31]=[CH:30][CH:29]=[CH:28][CH:27]=3)[C:20]3[CH:25]=[CH:24][CH:23]=[CH:22][CH:21]=3)[C:5]2=[N:6][CH:7]=1.FC1C=C2C(B3OC(C)(C)C(C)(C)[O:49]3)=NN(C(C3C=CC=CC=3)(C3C=CC=CC=3)C3C=CC=CC=3)C2=NC=1.C1C=C(Cl)C=C(C(OO)=O)C=1.